This data is from Peptide-MHC class I binding affinity with 185,985 pairs from IEDB/IMGT. The task is: Regression. Given a peptide amino acid sequence and an MHC pseudo amino acid sequence, predict their binding affinity value. This is MHC class I binding data. (1) The MHC is HLA-A02:01 with pseudo-sequence HLA-A02:01. The peptide sequence is IPAHPLRML. The binding affinity (normalized) is 0.0847. (2) The peptide sequence is FPVTPQVPL. The MHC is HLA-B51:01 with pseudo-sequence HLA-B51:01. The binding affinity (normalized) is 0.364. (3) The peptide sequence is SDYCLSLI. The MHC is H-2-Kb with pseudo-sequence H-2-Kb. The binding affinity (normalized) is 0.0735. (4) The peptide sequence is YPLTFGWCY. The MHC is HLA-B58:01 with pseudo-sequence HLA-B58:01. The binding affinity (normalized) is 0.0804. (5) The peptide sequence is LSTLNFNNLR. The MHC is HLA-A68:01 with pseudo-sequence HLA-A68:01. The binding affinity (normalized) is 0.771.